Predict the reaction yield, written as a fraction of the theoretical maximum amount of product (1.0 means a 100% yield; for example, 0.34 means a 34% yield). From a dataset of Reaction yield outcomes from USPTO patents with 853,638 reactions. (1) The reactants are [S:1]1[CH:5]=[CH:4][C:3]([CH2:6][C:7]#[N:8])=[CH:2]1.CO.[ClH:11]. The catalyst is O1CCCC1. The product is [ClH:11].[S:1]1[CH:5]=[CH:4][C:3]([CH2:6][CH2:7][NH2:8])=[CH:2]1. The yield is 0.940. (2) The reactants are Br[C:2]1[CH:3]=[C:4]([F:10])[C:5]([Cl:9])=[C:6]([Cl:8])[CH:7]=1.[B:11]1([B:11]2[O:15][C:14]([CH3:17])([CH3:16])[C:13]([CH3:19])([CH3:18])[O:12]2)[O:15][C:14]([CH3:17])([CH3:16])[C:13]([CH3:19])([CH3:18])[O:12]1.CC([O-])=O.[K+]. The catalyst is O1CCOCC1.C1C=CC(P(C2C=CC=CC=2)[C-]2C=CC=C2)=CC=1.C1C=CC(P(C2C=CC=CC=2)[C-]2C=CC=C2)=CC=1.Cl[Pd]Cl.[Fe+2]. The product is [Cl:8][C:6]1[CH:7]=[C:2]([B:11]2[O:15][C:14]([CH3:17])([CH3:16])[C:13]([CH3:19])([CH3:18])[O:12]2)[CH:3]=[C:4]([F:10])[C:5]=1[Cl:9]. The yield is 0.833. (3) The reactants are Br[C:2](Br)=[CH:3][C:4]1([CH3:8])[CH2:7][O:6][CH2:5]1.C([Li])CCC.[CH3:15][Si:16]([CH3:19])([CH3:18])Cl. The catalyst is C1COCC1.CCCCCC. The product is [CH3:15][Si:16]([CH3:19])([CH3:18])[C:2]#[C:3][C:4]1([CH3:8])[CH2:7][O:6][CH2:5]1. The yield is 0.940. (4) The reactants are Br[C:2]1[C:3]([O:5][CH2:6][C:7]=1[C:8]1[CH:13]=[CH:12][C:11]([S:14][CH3:15])=[CH:10][CH:9]=1)=[O:4].[C:16]1(B(O)O)[CH:21]=[CH:20][CH:19]=[CH:18][CH:17]=1.[F-].[Cs+]. The catalyst is Cl[Pd](Cl)([P](C1C=CC=CC=1)(C1C=CC=CC=1)C1C=CC=CC=1)[P](C1C=CC=CC=1)(C1C=CC=CC=1)C1C=CC=CC=1. The product is [CH3:15][S:14][C:11]1[CH:12]=[CH:13][C:8]([C:7]2[CH2:6][O:5][C:3](=[O:4])[C:2]=2[C:16]2[CH:21]=[CH:20][CH:19]=[CH:18][CH:17]=2)=[CH:9][CH:10]=1. The yield is 0.950. (5) The reactants are [F:1][C:2]([F:8])([F:7])[O:3][CH2:4][CH2:5][OH:6].Cl[C:10]1[N:18]=[C:17]([Cl:19])[C:16]([Cl:20])=[CH:15][C:11]=1[C:12]([NH2:14])=[O:13].C(O[K])(C)(C)C.O. The catalyst is CN(C=O)C.COCCOC.CCOC(C)=O. The product is [Cl:20][C:16]1[C:17]([Cl:19])=[N:18][C:10]([O:6][CH2:5][CH2:4][O:3][C:2]([F:8])([F:7])[F:1])=[C:11]([CH:15]=1)[C:12]([NH2:14])=[O:13]. The yield is 0.0800. (6) The reactants are Cl[C:2]1[CH:3]=[C:4]([C:9]23[CH2:18][CH2:17][CH2:16][CH2:15][CH:14]2OCN(C)[CH2:10]3)[CH:5]=[CH:6][C:7]=1Cl.[H-].C([Al+]CC(C)C)C(C)C.CC[O:32]C(C)=O.Cl.[C:37]1(C)C=C[CH:40]=[CH:39][CH:38]=1. No catalyst specified. The product is [CH:3]1[C:2]2[C:7](=[CH:37][CH:38]=[CH:39][CH:40]=2)[CH:6]=[CH:5][C:4]=1[C:9]1([CH:10]=[O:32])[CH2:18][CH2:17][CH2:16][CH2:15][CH2:14]1. The yield is 0.890.